From a dataset of Forward reaction prediction with 1.9M reactions from USPTO patents (1976-2016). Predict the product of the given reaction. (1) The product is: [OH:2][C:3]1[CH:14]=[CH:13][C:6]2[CH:7]=[C:8]([C:10]([OH:12])=[O:11])[S:9][C:5]=2[CH:4]=1. Given the reactants C[O:2][C:3]1[CH:14]=[CH:13][C:6]2[CH:7]=[C:8]([C:10]([OH:12])=[O:11])[S:9][C:5]=2[CH:4]=1.B(Br)(Br)Br, predict the reaction product. (2) The product is: [Cl:30][C:27]1[CH:28]=[CH:29][C:24]([CH:14]([C@@H:13]([CH3:20])[C:12]([F:21])([F:22])[F:11])[C:15]([O:17][CH2:18][CH3:19])=[O:16])=[C:25]([CH3:31])[CH:26]=1. Given the reactants C[Si](C)(C)[N-][Si](C)(C)C.[Li+].[F:11][C:12]([F:22])([F:21])[C@H:13]([CH3:20])[CH2:14][C:15]([O:17][CH2:18][CH3:19])=[O:16].Br[C:24]1[CH:29]=[CH:28][C:27]([Cl:30])=[CH:26][C:25]=1[CH3:31].C1(P(C2CCCCC2)C2C=CC=CC=2C2C=CC=CC=2N(C)C)CCCCC1, predict the reaction product. (3) Given the reactants C[Si]([N-][Si](C)(C)C)(C)C.[K+].[I:11][C:12]1[CH:17]=[CH:16][C:15]([C:18](=[O:28])[CH2:19][C:20]2[CH:25]=[CH:24][C:23]([O:26][CH3:27])=[CH:22][CH:21]=2)=[CH:14][CH:13]=1.[CH3:29][O:30][C:31]1[CH:32]=[C:33]([CH:36]=[CH:37][CH:38]=1)[CH2:34]Cl, predict the reaction product. The product is: [I:11][C:12]1[CH:17]=[CH:16][C:15]([C:18](=[O:28])[CH:19]([C:20]2[CH:25]=[CH:24][C:23]([O:26][CH3:27])=[CH:22][CH:21]=2)[CH2:34][C:33]2[CH:36]=[CH:37][CH:38]=[C:31]([O:30][CH3:29])[CH:32]=2)=[CH:14][CH:13]=1. (4) The product is: [Br:17][C:12]1[CH:13]=[C:14]2[C:9](=[CH:10][CH:11]=1)[N:8]=[CH:7][C:6]([C:4]([O:3][CH2:1][CH3:2])=[O:5])=[C:15]2[NH:23][CH2:22][C@@H:21]([O:20][CH3:19])[CH3:24]. Given the reactants [CH2:1]([O:3][C:4]([C:6]1[CH:7]=[N:8][C:9]2[C:14]([C:15]=1Cl)=[CH:13][C:12]([Br:17])=[CH:11][CH:10]=2)=[O:5])[CH3:2].Cl.[CH3:19][O:20][C@@H:21]([CH3:24])[CH2:22][NH2:23].C(N(C(C)C)CC)(C)C, predict the reaction product.